From a dataset of Catalyst prediction with 721,799 reactions and 888 catalyst types from USPTO. Predict which catalyst facilitates the given reaction. (1) Reactant: C([O:5][C:6](=[O:17])[NH:7][CH2:8][CH2:9][C:10](=[O:16])[NH:11][CH2:12][CH:13]([F:15])[F:14])(C)(C)C.ClCCl. Product: [F:14][CH:13]([F:15])[CH2:12][NH:11][C:10]([CH2:9][CH2:8][NH:7][C:6](=[O:5])[OH:17])=[O:16]. The catalyst class is: 89. (2) Reactant: C([O-])(=O)C.[Na+].[CH2:6]([O:8][C:9](=[O:16])[CH2:10][C:11](=[O:15])[CH:12]([CH3:14])[CH3:13])[CH3:7].[Br:17]Br. Product: [Br:17][CH:10]([C:11](=[O:15])[CH:12]([CH3:13])[CH3:14])[C:9]([O:8][CH2:6][CH3:7])=[O:16]. The catalyst class is: 15. (3) Reactant: [CH3:1][O:2][C:3]1[CH:12]=[C:11]2[C:6]([CH:7]=[CH:8][C:9](=[O:16])[N:10]2[CH2:13][CH:14]=C)=[CH:5][CH:4]=1.I([O-])(=O)(=O)=[O:18].[Na+]. Product: [CH3:1][O:2][C:3]1[CH:12]=[C:11]2[C:6]([CH:7]=[CH:8][C:9](=[O:16])[N:10]2[CH2:13][CH:14]=[O:18])=[CH:5][CH:4]=1. The catalyst class is: 785. (4) Reactant: [C:1]([C:5]1[C:14]2[CH:13]=[C:12]([NH2:15])[CH:11]=[CH:10][C:9]=2[C:8]([CH3:17])([CH3:16])[CH2:7][CH:6]=1)([CH3:4])([CH3:3])[CH3:2].[C:18]1(P([C:18]2[CH:23]=[CH:22][CH:21]=[CH:20][CH:19]=2)[C:18]2[CH:23]=[CH:22][C:21]3[C:20](=CC=CC=3)[C:19]=2[C:18]2[C:23]3[C:22](=CC=CC=3)[CH:21]=[CH:20][C:19]=2P([C:18]2[CH:23]=[CH:22][CH:21]=[CH:20][CH:19]=2)[C:18]2[CH:23]=[CH:22][CH:21]=[CH:20][CH:19]=2)[CH:23]=[CH:22][CH:21]=[CH:20][CH:19]=1.[C:64](=[O:67])([O-])[O-:65].[Cs+].[Cs+].[C:70]1(C)C=CC=C[CH:71]=1. Product: [C:1]([C:5]1[C:14]2[CH:13]=[C:12]([NH:15][C:18]3[CH:23]=[CH:22][C:21]([C:64]([O:65][CH2:70][CH3:71])=[O:67])=[CH:20][CH:19]=3)[CH:11]=[CH:10][C:9]=2[C:8]([CH3:17])([CH3:16])[CH2:7][CH:6]=1)([CH3:4])([CH3:2])[CH3:3]. The catalyst class is: 110. (5) Reactant: C[O:2][C:3]([C:5]1[CH:6]=[C:7]([C:11]2[CH:16]=[CH:15][C:14]([O:17][CH3:18])=[CH:13][C:12]=2[O:19][CH3:20])[CH:8]=[CH:9][CH:10]=1)=[O:4].[Li+].[OH-].Cl. Product: [CH3:20][O:19][C:12]1[CH:13]=[C:14]([O:17][CH3:18])[CH:15]=[CH:16][C:11]=1[C:7]1[CH:8]=[CH:9][CH:10]=[C:5]([C:3]([OH:4])=[O:2])[CH:6]=1. The catalyst class is: 23. (6) Reactant: [CH2:1]([O:8][C:9]1[C:14]([CH3:15])=[CH:13][CH:12]=[CH:11][C:10]=1/[CH:16]=[CH:17]\[C:18]([OH:20])=O)[C:2]1[CH:7]=[CH:6][CH:5]=[CH:4][CH:3]=1.C1(C)C=CC=CC=1.C1(P([N:42]=[N+:43]=[N-:44])(C2C=CC=CC=2)=O)C=CC=CC=1.C1CCN2C(=NCCC2)CC1. Product: [CH2:1]([O:8][C:9]1[C:14]([CH3:15])=[CH:13][CH:12]=[CH:11][C:10]=1/[CH:16]=[CH:17]\[C:18]([N:42]=[N+:43]=[N-:44])=[O:20])[C:2]1[CH:7]=[CH:6][CH:5]=[CH:4][CH:3]=1. The catalyst class is: 13. (7) Reactant: [F-:1].[K+].C1N2CCOCCOCCN(CCOCCOCC2)CCOCCOC1.Cl[CH2:30][C:31]1[CH:36]=[CH:35][CH:34]=[CH:33][C:32]=1[S:37][CH2:38][CH2:39][CH:40]1[O:44][CH2:43][CH2:42][O:41]1. Product: [F:1][CH2:30][C:31]1[CH:36]=[CH:35][CH:34]=[CH:33][C:32]=1[S:37][CH2:38][CH2:39][CH:40]1[O:44][CH2:43][CH2:42][O:41]1. The catalyst class is: 10. (8) Reactant: [NH2:1][C:2]1[CH:3]=[C:4]([C@H:26]2[CH2:31][CH2:30][C@H:29]([CH2:32][C:33]([O:35][CH3:36])=[O:34])[CH2:28][CH2:27]2)[CH:5]=[CH:6][C:7]=1[NH:8][C:9]([C:11]1[O:12][C:13]([NH:16][C:17]2[CH:22]=[C:21]([F:23])[C:20]([F:24])=[CH:19][C:18]=2[F:25])=[N:14][N:15]=1)=O.C(O)(=O)C. Product: [CH3:36][O:35][C:33](=[O:34])[CH2:32][C@H:29]1[CH2:28][CH2:27][C@H:26]([C:4]2[CH:5]=[CH:6][C:7]3[NH:8][C:9]([C:11]4[O:12][C:13]([NH:16][C:17]5[CH:22]=[C:21]([F:23])[C:20]([F:24])=[CH:19][C:18]=5[F:25])=[N:14][N:15]=4)=[N:1][C:2]=3[CH:3]=2)[CH2:31][CH2:30]1. The catalyst class is: 10.